This data is from Forward reaction prediction with 1.9M reactions from USPTO patents (1976-2016). The task is: Predict the product of the given reaction. Given the reactants [CH2:1]([N:5]([C:20](=[O:28])[C:21]1[CH:26]=[CH:25][CH:24]=[CH:23][C:22]=1[Cl:27])[C:6]1[S:10][C:9]([C:11]2[CH:19]=[CH:18][C:14]([C:15](O)=[O:16])=[CH:13][CH:12]=2)=[N:8][N:7]=1)[CH2:2][CH2:3][CH3:4].C(Cl)CCl.C1C=CC2N(O)N=NC=2C=1.[NH2:43][CH2:44][CH2:45][C:46]([O:48]CC)=[O:47], predict the reaction product. The product is: [CH2:1]([N:5]([C:6]1[S:10][C:9]([C:11]2[CH:12]=[CH:13][C:14]([C:15]([NH:43][CH2:44][CH2:45][C:46]([OH:48])=[O:47])=[O:16])=[CH:18][CH:19]=2)=[N:8][N:7]=1)[C:20](=[O:28])[C:21]1[CH:26]=[CH:25][CH:24]=[CH:23][C:22]=1[Cl:27])[CH2:2][CH2:3][CH3:4].